Regression. Given a peptide amino acid sequence and an MHC pseudo amino acid sequence, predict their binding affinity value. This is MHC class II binding data. From a dataset of Peptide-MHC class II binding affinity with 134,281 pairs from IEDB. (1) The peptide sequence is SQDCELSWNLNGLQAY. The MHC is DRB1_0802 with pseudo-sequence DRB1_0802. The binding affinity (normalized) is 0.406. (2) The peptide sequence is EKKYFAATIFEPLAA. The MHC is HLA-DPA10201-DPB11401 with pseudo-sequence HLA-DPA10201-DPB11401. The binding affinity (normalized) is 0.819.